This data is from Catalyst prediction with 721,799 reactions and 888 catalyst types from USPTO. The task is: Predict which catalyst facilitates the given reaction. (1) Reactant: [NH2:1][CH2:2][C:3]1[CH:4]=[C:5]([S:9]([N:12]([CH2:21][C:22]2[CH:27]=[C:26]([Cl:28])[CH:25]=[C:24]([Cl:29])[CH:23]=2)[CH2:13][C:14]2[CH:19]=[CH:18][C:17]([F:20])=[CH:16][CH:15]=2)(=[O:11])=[O:10])[CH:6]=[CH:7][CH:8]=1.[F:30][C:31]1[CH:38]=[CH:37][C:34]([CH:35]=O)=[CH:33][CH:32]=1.C(O[BH-](OC(=O)C)OC(=O)C)(=O)C.[Na+].C([O-])(O)=O.[Na+]. Product: [Cl:29][C:24]1[CH:23]=[C:22]([CH:27]=[C:26]([Cl:28])[CH:25]=1)[CH2:21][N:12]([CH2:13][C:14]1[CH:15]=[CH:16][C:17]([F:20])=[CH:18][CH:19]=1)[S:9]([C:5]1[CH:6]=[CH:7][CH:8]=[C:3]([CH2:2][NH:1][CH2:35][C:34]2[CH:37]=[CH:38][C:31]([F:30])=[CH:32][CH:33]=2)[CH:4]=1)(=[O:11])=[O:10]. The catalyst class is: 2. (2) Reactant: [F:1][C:2]([F:7])([F:6])[C:3]([OH:5])=[O:4].[N:8]1(C(OC(C)(C)C)=O)[CH2:12][CH2:11][C@H:10]([C:13]([O:15][CH2:16][C:17]2[CH:22]=[CH:21][CH:20]=[CH:19][CH:18]=2)=[O:14])[CH2:9]1. Product: [F:1][C:2]([F:7])([F:6])[C:3]([OH:5])=[O:4].[NH:8]1[CH2:12][CH2:11][C@H:10]([C:13]([O:15][CH2:16][C:17]2[CH:22]=[CH:21][CH:20]=[CH:19][CH:18]=2)=[O:14])[CH2:9]1. The catalyst class is: 4. (3) Reactant: [Br:1][C:2]1[CH:3]=[C:4]2[C:8](=[CH:9][C:10]=1[S:11]([N:14]1[CH2:18][CH2:17][CH2:16][CH2:15]1)(=[O:13])=[O:12])[N:7](C(=O)C)[CH2:6][CH2:5]2.Cl.C(=O)([O-])O.[Na+]. Product: [Br:1][C:2]1[CH:3]=[C:4]2[C:8](=[CH:9][C:10]=1[S:11]([N:14]1[CH2:18][CH2:17][CH2:16][CH2:15]1)(=[O:12])=[O:13])[NH:7][CH2:6][CH2:5]2. The catalyst class is: 12. (4) Reactant: [C:1]1([C:7](=[N:14][CH2:15][C:16]([NH:18][CH2:19][CH2:20][CH2:21][CH2:22][C:23]2[CH:28]=[CH:27][CH:26]=[CH:25][CH:24]=2)=[O:17])[C:8]2[CH:13]=[CH:12][CH:11]=[CH:10][CH:9]=2)[CH:6]=[CH:5][CH:4]=[CH:3][CH:2]=1.C[Si]([N-][Si](C)(C)C)(C)C.[K+].[C:39]1([S:45]([N:48]2[C:56]3[C:51](=[C:52]([CH2:60]Br)[CH:53]=[C:54]([Cl:59])[C:55]=3[O:57][CH3:58])[CH:50]=[N:49]2)(=[O:47])=[O:46])[CH:44]=[CH:43][CH:42]=[CH:41][CH:40]=1.[NH4+].[Cl-]. Product: [C:39]1([S:45]([N:48]2[C:56]3[C:51](=[C:52]([CH2:60][CH:15]([N:14]=[C:7]([C:8]4[CH:13]=[CH:12][CH:11]=[CH:10][CH:9]=4)[C:1]4[CH:2]=[CH:3][CH:4]=[CH:5][CH:6]=4)[C:16]([NH:18][CH2:19][CH2:20][CH2:21][CH2:22][C:23]4[CH:28]=[CH:27][CH:26]=[CH:25][CH:24]=4)=[O:17])[CH:53]=[C:54]([Cl:59])[C:55]=3[O:57][CH3:58])[CH:50]=[N:49]2)(=[O:47])=[O:46])[CH:40]=[CH:41][CH:42]=[CH:43][CH:44]=1. The catalyst class is: 1. (5) Reactant: Cl.CC1(C)[O:7][C@@H:6]2[CH2:8][CH2:9][C@@H:10]([C:11]3[N:15]4[CH:16]=[CH:17][N:18]=[C:19]([NH2:20])[C:14]4=[N:13][CH:12]=3)[C@@H:5]2[O:4]1. Product: [NH2:20][C:19]1[C:14]2[N:15]([C:11]([C@@H:10]3[CH2:9][CH2:8][C@@H:6]([OH:7])[C@H:5]3[OH:4])=[CH:12][N:13]=2)[CH:16]=[CH:17][N:18]=1. The catalyst class is: 5. (6) Reactant: Cl.[CH2:2]([O:4][C:5]([N:7]1[CH2:12][CH2:11][N:10]([CH2:13][CH:14](Cl)[C:15]2[CH:20]=[CH:19][C:18]([F:21])=[CH:17][CH:16]=2)[CH2:9][CH2:8]1)=[O:6])[CH3:3].[NH3:23]. Product: [CH2:2]([O:4][C:5]([N:7]1[CH2:12][CH2:11][N:10]([CH2:13][CH:14]([C:15]2[CH:20]=[CH:19][C:18]([F:21])=[CH:17][CH:16]=2)[N:23]2[CH2:11][CH2:12][N:7]([CH3:5])[CH2:8][CH2:9]2)[CH2:9][CH2:8]1)=[O:6])[CH3:3]. The catalyst class is: 6.